From a dataset of Forward reaction prediction with 1.9M reactions from USPTO patents (1976-2016). Predict the product of the given reaction. (1) Given the reactants [Cl:1][C:2]1[CH:3]=[C:4]([C:9]2[N:14]=[C:13]([CH3:15])[N:12]=[C:11]([NH2:16])[N:10]=2)[C:5](F)=[N:6][CH:7]=1.[NH2:17][C:18]1[CH:19]=[C:20]([NH:25][S:26]([CH3:29])(=[O:28])=[O:27])[C:21]([CH3:24])=[N:22][CH:23]=1.C[Si]([N-][Si](C)(C)C)(C)C.[Na+].C1COCC1, predict the reaction product. The product is: [NH2:16][C:11]1[N:12]=[C:13]([CH3:15])[N:14]=[C:9]([C:4]2[C:5]([NH:17][C:18]3[CH:19]=[C:20]([NH:25][S:26]([CH3:29])(=[O:28])=[O:27])[C:21]([CH3:24])=[N:22][CH:23]=3)=[N:6][CH:7]=[C:2]([Cl:1])[CH:3]=2)[N:10]=1. (2) Given the reactants Br[C:2]1[CH:28]=[CH:27][CH:26]=[CH:25][C:3]=1[CH2:4][N:5]1[C:10](=[O:11])[C:9]2([CH2:16][CH2:15][N:14]([C:17]3[N:22]=[C:21]([CH3:23])[CH:20]=[C:19]([CH3:24])[N:18]=3)[CH2:13][CH2:12]2)[O:8][CH2:7][CH2:6]1.C([Sn](CCCC)(CCCC)[C:34]1[O:35][CH:36]=[CH:37][CH:38]=1)CCC, predict the reaction product. The product is: [CH3:24][C:19]1[CH:20]=[C:21]([CH3:23])[N:22]=[C:17]([N:14]2[CH2:15][CH2:16][C:9]3([O:8][CH2:7][CH2:6][N:5]([CH2:4][C:3]4[CH:25]=[CH:26][CH:27]=[CH:28][C:2]=4[C:34]4[O:35][CH:36]=[CH:37][CH:38]=4)[C:10]3=[O:11])[CH2:12][CH2:13]2)[N:18]=1.